From a dataset of Full USPTO retrosynthesis dataset with 1.9M reactions from patents (1976-2016). Predict the reactants needed to synthesize the given product. (1) Given the product [NH3:3].[CH3:25][OH:30].[F:20][C:5]1[C:6]([NH:8][CH:9]2[CH2:17][CH:16]3[N:12]([CH2:13][CH2:14][CH2:15]3)[C:11]([CH3:19])([CH3:18])[CH2:10]2)=[N:7][C:2]([NH:21][C:22]2[CH:23]=[CH:24][C:25]([O:30][CH:31]3[CH2:34][O:33][CH2:32]3)=[C:26]([CH:29]=2)[C:27]#[N:28])=[N:3][CH:4]=1, predict the reactants needed to synthesize it. The reactants are: Cl[C:2]1[N:7]=[C:6]([NH:8][CH:9]2[CH2:17][CH:16]3[N:12]([CH2:13][CH2:14][CH2:15]3)[C:11]([CH3:19])([CH3:18])[CH2:10]2)[C:5]([F:20])=[CH:4][N:3]=1.[NH2:21][C:22]1[CH:23]=[CH:24][C:25]([O:30][CH:31]2[CH2:34][O:33][CH2:32]2)=[C:26]([CH:29]=1)[C:27]#[N:28]. (2) Given the product [CH3:1][C@H:2]1[C:9]([S:10][C@@H:11]2[CH2:15][NH:14][C@H:13]([CH2:16][NH:17][S:18]([NH2:21])(=[O:20])=[O:19])[CH2:12]2)=[C:8]([C:22]([OH:24])=[O:23])[N:7]2[C@H:3]1[C@@H:4]([C@H:25]([OH:27])[CH3:26])[C:5]2=[O:6].[OH2:6], predict the reactants needed to synthesize it. The reactants are: [CH3:1][C@H:2]1[C:9]([S:10][C@@H:11]2[CH2:15][NH:14][C@H:13]([CH2:16][NH:17][S:18]([NH2:21])(=[O:20])=[O:19])[CH2:12]2)=[C:8]([C:22]([OH:24])=[O:23])[N:7]2[C@H:3]1[C@@H:4]([C@H:25]([OH:27])[CH3:26])[C:5]2=[O:6].N. (3) Given the product [Br:24][CH2:19][C:12]1[C:13]2[C:18](=[CH:17][CH:16]=[CH:15][CH:14]=2)[N:10]([S:7]([C:4]2[CH:5]=[CH:6][C:1]([CH3:21])=[CH:2][CH:3]=2)(=[O:9])=[O:8])[N:11]=1, predict the reactants needed to synthesize it. The reactants are: [C:1]1([CH3:21])[CH:6]=[CH:5][C:4]([S:7]([N:10]2[C:18]3[C:13](=[CH:14][CH:15]=[CH:16][CH:17]=3)[C:12]([CH2:19]O)=[N:11]2)(=[O:9])=[O:8])=[CH:3][CH:2]=1.P(Br)(Br)([Br:24])=O.C(=O)(O)[O-].[Na+].